This data is from Forward reaction prediction with 1.9M reactions from USPTO patents (1976-2016). The task is: Predict the product of the given reaction. (1) Given the reactants C(OC([N:11]([C:21]1[C:22]([C:33]([O:35][CH3:36])=[O:34])=[C:23]([C:26]2[CH:31]=[CH:30][C:29]([CH3:32])=[CH:28][CH:27]=2)[S:24][CH:25]=1)[C:12](=[O:20])[C:13]1[CH:18]=[CH:17][C:16]([CH3:19])=[CH:15][CH:14]=1)=O)C1C=CC=CC=1, predict the reaction product. The product is: [CH3:19][C:16]1[CH:17]=[CH:18][C:13]([C:12]([NH:11][C:21]2[C:22]([C:33]([O:35][CH3:36])=[O:34])=[C:23]([C:26]3[CH:31]=[CH:30][C:29]([CH3:32])=[CH:28][CH:27]=3)[S:24][CH:25]=2)=[O:20])=[CH:14][CH:15]=1. (2) Given the reactants [F:1][C:2]1[CH:3]=[N:4][C:5]2[C:10]([C:11]=1[CH2:12][CH2:13][N:14]1[CH2:18][CH2:17][C@@H:16]([C:19]([NH2:22])([CH3:21])[CH3:20])[CH2:15]1)=[N:9][C:8]([O:23][CH3:24])=[CH:7][CH:6]=2.CCO.[O:28]=[C:29]1[CH2:34][S:33][C:32]2[CH:35]=[CH:36][C:37]([CH:39]=O)=[N:38][C:31]=2[NH:30]1, predict the reaction product. The product is: [F:1][C:2]1[CH:3]=[N:4][C:5]2[C:10]([C:11]=1[CH2:12][CH2:13][N:14]1[CH2:18][CH2:17][C@@H:16]([C:19]([NH:22][CH2:39][C:37]3[CH:36]=[CH:35][C:32]4[S:33][CH2:34][C:29](=[O:28])[NH:30][C:31]=4[N:38]=3)([CH3:21])[CH3:20])[CH2:15]1)=[N:9][C:8]([O:23][CH3:24])=[CH:7][CH:6]=2. (3) Given the reactants [CH3:1][O:2][C:3]1[CH:4]=[C:5](B(O)O)[CH:6]=[CH:7][CH:8]=1.C(=O)([O-])[O-].[K+].[K+].[C:18]([O:22][C:23]([NH:25][C@@H:26]([C:37]1[CH:42]=[CH:41][C:40](OS(C(F)(F)F)(=O)=O)=[CH:39][CH:38]=1)[C:27]([O:29][CH2:30][C:31]1[CH:36]=[CH:35][CH:34]=[CH:33][CH:32]=1)=[O:28])=[O:24])([CH3:21])([CH3:20])[CH3:19], predict the reaction product. The product is: [C:18]([O:22][C:23]([NH:25][C@@H:26]([C:37]1[CH:42]=[CH:41][C:40]([C:5]2[CH:6]=[CH:7][CH:8]=[C:3]([O:2][CH3:1])[CH:4]=2)=[CH:39][CH:38]=1)[C:27]([O:29][CH2:30][C:31]1[CH:32]=[CH:33][CH:34]=[CH:35][CH:36]=1)=[O:28])=[O:24])([CH3:21])([CH3:19])[CH3:20].